The task is: Predict the product of the given reaction.. This data is from Forward reaction prediction with 1.9M reactions from USPTO patents (1976-2016). (1) The product is: [Br:1][C:2]1[CH:3]=[C:4]([C@@H:7]2[CH2:9][C@H:8]2[C:10]([OH:12])=[O:11])[S:5][CH:6]=1. Given the reactants [Br:1][C:2]1[CH:3]=[C:4]([C@@H:7]2[CH2:9][C@H:8]2[C:10]([OH:12])=[O:11])[S:5][CH:6]=1.C(C1C=C2C([C@]3(C)[C@@H](CC2)[C@@](CN)(C)CCC3)=CC=1)(C)C.[OH-].[Na+].O, predict the reaction product. (2) Given the reactants C(OC([N:8]1[CH2:16][CH2:15][C:14]2[NH:13][C:12]3[N:17]=[CH:18][CH:19]=[C:20](Cl)[C:11]=3[C:10]=2[CH2:9]1)=O)(C)(C)C.[CH3:22][O:23][C:24]1[CH:29]=[CH:28][C:27]([NH2:30])=[CH:26][CH:25]=1.CC(C1C=C(C(C)C)C(C2C=CC=CC=2P(C2CCCCC2)C2CCCCC2)=C(C(C)C)C=1)C.[OH-].[K+], predict the reaction product. The product is: [CH3:22][O:23][C:24]1[CH:29]=[CH:28][C:27]([NH:30][C:20]2[C:11]3[C:10]4[CH2:9][NH:8][CH2:16][CH2:15][C:14]=4[NH:13][C:12]=3[N:17]=[CH:18][CH:19]=2)=[CH:26][CH:25]=1. (3) Given the reactants [Br:1][C:2]1[CH:7]=[CH:6][C:5]([Cl:8])=[CH:4][C:3]=1[C:9]1[CH:14]=[CH:13][N:12]([CH:15]([CH3:19])[C:16]([OH:18])=O)[C:11](=[O:20])[CH:10]=1.[NH2:21][C:22]1[CH:34]=[CH:33][C:25]([C:26]([O:28][C:29]([CH3:32])([CH3:31])[CH3:30])=[O:27])=[CH:24][CH:23]=1, predict the reaction product. The product is: [Br:1][C:2]1[CH:7]=[CH:6][C:5]([Cl:8])=[CH:4][C:3]=1[C:9]1[CH:14]=[CH:13][N:12]([CH:15]([CH3:19])[C:16]([NH:21][C:22]2[CH:34]=[CH:33][C:25]([C:26]([O:28][C:29]([CH3:30])([CH3:31])[CH3:32])=[O:27])=[CH:24][CH:23]=2)=[O:18])[C:11](=[O:20])[CH:10]=1. (4) Given the reactants [NH2:1][CH2:2][C:3]1[CH:4]=[C:5]([C:9]2[N:10](C)[C:11]3[C:16]([C:17]=2[C:18]#[N:19])=[CH:15][CH:14]=[C:13]([Cl:20])[CH:12]=3)[CH:6]=[N:7][CH:8]=1.[CH3:22][CH2:23][CH2:24][O:25][C:26](Cl)=[O:27], predict the reaction product. The product is: [CH2:24]([O:25][C:26](=[O:27])[NH:1][CH2:2][C:3]1[CH:8]=[N:7][CH:6]=[C:5]([C:9]2[NH:10][C:11]3[C:16]([C:17]=2[C:18]#[N:19])=[CH:15][CH:14]=[C:13]([Cl:20])[CH:12]=3)[CH:4]=1)[CH2:23][CH3:22].